Task: Predict the product of the given reaction.. Dataset: Forward reaction prediction with 1.9M reactions from USPTO patents (1976-2016) Given the reactants [Li+].C[Si]([N-][Si](C)(C)C)(C)C.[C:11]([O:15][C:16](=[O:32])[N:17]([C:30]#[CH:31])[C:18]1[CH:23]=[CH:22][C:21]([N:24]2[CH2:29][CH2:28][O:27][CH2:26][CH2:25]2)=[CH:20][CH:19]=1)([CH3:14])([CH3:13])[CH3:12].Cl[C:34]([O:36][CH3:37])=[O:35].[NH4+].[Cl-], predict the reaction product. The product is: [CH3:37][O:36][C:34](=[O:35])[C:31]#[C:30][N:17]([C:16]([O:15][C:11]([CH3:14])([CH3:13])[CH3:12])=[O:32])[C:18]1[CH:19]=[CH:20][C:21]([N:24]2[CH2:25][CH2:26][O:27][CH2:28][CH2:29]2)=[CH:22][CH:23]=1.